This data is from Retrosynthesis with 50K atom-mapped reactions and 10 reaction types from USPTO. The task is: Predict the reactants needed to synthesize the given product. (1) Given the product Cc1nnc(-c2ccc3occ(-c4ccc(C(=O)N5CCCC5)c(F)c4)c3c2)o1, predict the reactants needed to synthesize it. The reactants are: C1CCNC1.Cc1nnc(-c2ccc3occ(-c4ccc(C(=O)O)c(F)c4)c3c2)o1. (2) Given the product N#Cc1c(Cl)cncc1Oc1cc(Nc2nc(CCc3ccccc3)cs2)ncc1Br, predict the reactants needed to synthesize it. The reactants are: N#Cc1c(Cl)cncc1Cl.Oc1cc(Nc2nc(CCc3ccccc3)cs2)ncc1Br. (3) Given the product CCc1cc(C[C@@H](OC(=O)N2CCC(N3CCc4ccccc4NC3=O)CC2)C(=O)N2CCN(C3CCN(CC(=O)O)CC3)CC2)cc(C)c1O, predict the reactants needed to synthesize it. The reactants are: CCOC(=O)CN1CCC(N2CCN(C(=O)[C@@H](Cc3cc(C)c(O)c(CC)c3)OC(=O)N3CCC(N4CCc5ccccc5NC4=O)CC3)CC2)CC1. (4) Given the product COC(=O)c1ccc2c(C(C)=O)nn(CC(=O)O)c2c1, predict the reactants needed to synthesize it. The reactants are: COC(=O)c1ccc2c(C(C)=O)nn(CC(=O)OC(C)(C)C)c2c1. (5) Given the product CCC(C(=O)OC(C)(C)C)N(CC(F)(F)F)c1ccc(C#N)c(Cl)c1, predict the reactants needed to synthesize it. The reactants are: CCC(Br)C(=O)OC(C)(C)C.N#Cc1ccc(NCC(F)(F)F)cc1Cl. (6) The reactants are: COc1ccc(C(=O)N2CCNCC2)cc1C#Cc1ccccn1.N#Cc1cnc(Cl)nc1N. Given the product COc1ccc(C(=O)N2CCN(c3ncc(C#N)c(N)n3)CC2)cc1C#Cc1ccccn1, predict the reactants needed to synthesize it. (7) Given the product c1ccc(CN2CCC(Nc3nc(NCc4ccccn4)ncc3-c3ccsc3)CC2)cc1, predict the reactants needed to synthesize it. The reactants are: Brc1cnc(NCc2ccccn2)nc1NC1CCN(Cc2ccccc2)CC1.OB(O)c1ccsc1.